Dataset: Catalyst prediction with 721,799 reactions and 888 catalyst types from USPTO. Task: Predict which catalyst facilitates the given reaction. (1) Reactant: [Cl:1][C:2]1[CH2:3][CH2:4][CH:5]2[C:9]3([CH2:14]CN=[CH:11][C:10]=13)[N:8]([CH3:15])[CH:7](C)[CH2:6]2.N1CCC[C@H]1C(O)=O.[O-]P([O-])([O-])=O.[K+].[K+].[K+].BrC=[C:35]([C:37]1[CH:42]=[CH:41][C:40]([Cl:43])=[C:39]([Cl:44])[CH:38]=1)[CH3:36].[CH3:45][N:46]([CH:48]=O)[CH3:47]. Product: [Cl:1][C:2]1[CH:3]=[C:4]2[C:47](=[CH:11][CH:10]=1)[N:46]([CH:48]=[C:35]([C:37]1[CH:42]=[CH:41][C:40]([Cl:43])=[C:39]([Cl:44])[CH:38]=1)[CH3:36])[C:45]1[CH:9]([CH3:14])[N:8]([CH3:15])[CH2:7][CH2:6][C:5]2=1. The catalyst class is: 205. (2) Reactant: [CH3:1][N:2]1[C:10]2[CH:9]=[CH:8][CH:7]=[C:6]([C:11](OC3C=CC=CC=3)=[O:12])[C:5]=2[C:4]2([C:31]3[C:22](=[CH:23][C:24]4[O:29][CH2:28][CH2:27][O:26][C:25]=4[CH:30]=3)[O:21][CH2:20]2)[C:3]1=[O:32].Cl.CN.C(=O)([O-])[O-].[K+].[K+].[CH3:42][N:43](C)C=O. Product: [CH3:42][NH:43][C:11]([C:6]1[C:5]2[C:4]3([C:31]4[C:22](=[CH:23][C:24]5[O:29][CH2:28][CH2:27][O:26][C:25]=5[CH:30]=4)[O:21][CH2:20]3)[C:3](=[O:32])[N:2]([CH3:1])[C:10]=2[CH:9]=[CH:8][CH:7]=1)=[O:12]. The catalyst class is: 6. (3) Reactant: C(=O)([O-])[O-].[K+].[K+].[NH:7]1[CH:11]=[N:10][CH:9]=[N:8]1.[Cl:12][C:13]1[CH:18]=[CH:17][C:16]([C:19]2([C:22]3([C:25]4[CH:30]=[CH:29][CH:28]=[CH:27][N:26]=4)[CH2:24][CH2:23]3)[CH2:21][O:20]2)=[CH:15][CH:14]=1.O. Product: [Cl:12][C:13]1[CH:18]=[CH:17][C:16]([C:19]([C:22]2([C:25]3[CH:30]=[CH:29][CH:28]=[CH:27][N:26]=3)[CH2:24][CH2:23]2)([OH:20])[CH2:21][N:7]2[CH:11]=[N:10][CH:9]=[N:8]2)=[CH:15][CH:14]=1. The catalyst class is: 13. (4) Reactant: C(OC(=O)[NH:7][CH2:8][CH2:9][C:10]1[N:11]([CH2:15][C:16]2[CH:21]=[CH:20][C:19]([C:22]#[N:23])=[C:18]([F:24])[CH:17]=2)[CH:12]=[N:13][CH:14]=1)(C)(C)C.[ClH:26]. Product: [ClH:26].[ClH:26].[NH2:7][CH2:8][CH2:9][C:10]1[N:11]([CH2:15][C:16]2[CH:21]=[CH:20][C:19]([C:22]#[N:23])=[C:18]([F:24])[CH:17]=2)[CH:12]=[N:13][CH:14]=1. The catalyst class is: 25. (5) Reactant: [CH3:1][C:2]([CH3:7])([CH3:6])[C:3](Cl)=[O:4].[Br:8][C:9]1[CH:15]=[CH:14][C:12]([NH2:13])=[CH:11][C:10]=1[N+:16]([O-:18])=[O:17].CCN(CC)CC. Product: [Br:8][C:9]1[CH:15]=[CH:14][C:12]([NH:13][C:3](=[O:4])[C:2]([CH3:7])([CH3:6])[CH3:1])=[CH:11][C:10]=1[N+:16]([O-:18])=[O:17]. The catalyst class is: 2. (6) Reactant: [CH3:1][C:2]1[S:3][CH:4]=[C:5]([C:7]2[CH:8]=[C:9]([S:13](Cl)(=[O:15])=[O:14])[CH:10]=[CH:11][CH:12]=2)[N:6]=1.[NH2:17][C:18]1[CH:19]=[C:20]([OH:27])[C:21](=[CH:25][CH:26]=1)[C:22]([OH:24])=[O:23].N1C=CC=CC=1. Product: [OH:27][C:20]1[CH:19]=[C:18]([NH:17][S:13]([C:9]2[CH:10]=[CH:11][CH:12]=[C:7]([C:5]3[N:6]=[C:2]([CH3:1])[S:3][CH:4]=3)[CH:8]=2)(=[O:15])=[O:14])[CH:26]=[CH:25][C:21]=1[C:22]([OH:24])=[O:23]. The catalyst class is: 91.